This data is from Peptide-MHC class II binding affinity with 134,281 pairs from IEDB. The task is: Regression. Given a peptide amino acid sequence and an MHC pseudo amino acid sequence, predict their binding affinity value. This is MHC class II binding data. (1) The peptide sequence is LMWHMHKMVEIPFNV. The MHC is DRB1_0101 with pseudo-sequence DRB1_0101. The binding affinity (normalized) is 0.628. (2) The peptide sequence is KKRNLTIMDLHPGSG. The MHC is DRB1_1101 with pseudo-sequence DRB1_1101. The binding affinity (normalized) is 0.605.